Dataset: Forward reaction prediction with 1.9M reactions from USPTO patents (1976-2016). Task: Predict the product of the given reaction. (1) Given the reactants [Br:1][C:2]1[CH:3]=[C:4]2[NH:10][CH:9]=[CH:8][C:5]2=[N:6][CH:7]=1.[H-].[Na+].Cl[CH:14]([C:16]1[CH:21]=[CH:20][CH:19]=[CH:18][N:17]=1)[CH3:15].[Cl-].[NH4+], predict the reaction product. The product is: [Br:1][C:2]1[CH:3]=[C:4]2[N:10]([CH:14]([C:16]3[CH:21]=[CH:20][CH:19]=[CH:18][N:17]=3)[CH3:15])[CH:9]=[CH:8][C:5]2=[N:6][CH:7]=1. (2) Given the reactants [CH2:1]([C:3]1[N:4]([CH2:11][CH2:12][O:13][C:14]2[CH:25]=[CH:24][C:17]([CH2:18][N:19]([OH:23])[C:20]([NH2:22])=[O:21])=[CH:16][CH:15]=2)[C:5](=[O:10])[CH:6]=[C:7]([CH3:9])[N:8]=1)[CH3:2].[OH-].[Na+].Cl[C:29](OCC)=[O:30], predict the reaction product. The product is: [CH2:1]([C:3]1[N:4]([CH2:11][CH2:12][O:13][C:14]2[CH:15]=[CH:16][C:17]([CH2:18][N:19]3[C:20](=[O:21])[NH:22][C:29](=[O:30])[O:23]3)=[CH:24][CH:25]=2)[C:5](=[O:10])[CH:6]=[C:7]([CH3:9])[N:8]=1)[CH3:2].